From a dataset of NCI-60 drug combinations with 297,098 pairs across 59 cell lines. Regression. Given two drug SMILES strings and cell line genomic features, predict the synergy score measuring deviation from expected non-interaction effect. Drug 1: C1=CN(C(=O)N=C1N)C2C(C(C(O2)CO)O)O.Cl. Drug 2: CCCCCOC(=O)NC1=NC(=O)N(C=C1F)C2C(C(C(O2)C)O)O. Cell line: OVCAR-8. Synergy scores: CSS=0.974, Synergy_ZIP=5.71, Synergy_Bliss=1.80, Synergy_Loewe=-0.0570, Synergy_HSA=-0.0514.